This data is from Catalyst prediction with 721,799 reactions and 888 catalyst types from USPTO. The task is: Predict which catalyst facilitates the given reaction. (1) Reactant: [CH:1]1([N:7]2[CH2:12][CH2:11][N:10]([C:13]([C:15]3[C:23]4[C:18](=[CH:19][CH:20]=[CH:21][CH:22]=4)[N:17]([CH:24]4[CH2:29][CH2:28][CH:27]([NH:30]C(=O)OC(C)(C)C)[CH2:26][CH2:25]4)[CH:16]=3)=[O:14])[CH2:9][CH2:8]2)[CH2:6][CH2:5][CH2:4][CH2:3][CH2:2]1.Cl. Product: [NH2:30][CH:27]1[CH2:26][CH2:25][CH:24]([N:17]2[C:18]3[C:23](=[CH:22][CH:21]=[CH:20][CH:19]=3)[C:15]([C:13]([N:10]3[CH2:9][CH2:8][N:7]([CH:1]4[CH2:2][CH2:3][CH2:4][CH2:5][CH2:6]4)[CH2:12][CH2:11]3)=[O:14])=[CH:16]2)[CH2:29][CH2:28]1. The catalyst class is: 2. (2) The catalyst class is: 9. Product: [Cl:1][C:2]1[CH:21]=[C:20]([C:22]([F:24])([F:25])[F:23])[CH:19]=[CH:18][C:3]=1[CH2:4][N:5]1[C:9](/[CH:10]=[CH:11]/[C:12]([NH:33][S:30]([CH2:29][CH2:28][CH:27]([CH3:34])[CH3:26])(=[O:32])=[O:31])=[O:14])=[CH:8][C:7]([CH:15]2[CH2:17][CH2:16]2)=[N:6]1. Reactant: [Cl:1][C:2]1[CH:21]=[C:20]([C:22]([F:25])([F:24])[F:23])[CH:19]=[CH:18][C:3]=1[CH2:4][N:5]1[C:9](/[CH:10]=[CH:11]/[C:12]([OH:14])=O)=[CH:8][C:7]([CH:15]2[CH2:17][CH2:16]2)=[N:6]1.[CH3:26][CH:27]([CH3:34])[CH2:28][CH2:29][S:30]([NH2:33])(=[O:32])=[O:31].N12CCCN=C1CCCCC2. (3) Reactant: [F:1][C:2]1[C:7]([CH:8]([C:10]2[CH:15]=[CH:14][CH:13]=[CH:12][CH:11]=2)O)=[CH:6][C:5]([CH3:16])=[CH:4][N:3]=1.B(F)(F)F.O(CC)CC.C([SiH](CC)CC)C. Product: [CH2:8]([C:7]1[C:2]([F:1])=[N:3][CH:4]=[C:5]([CH3:16])[CH:6]=1)[C:10]1[CH:11]=[CH:12][CH:13]=[CH:14][CH:15]=1. The catalyst class is: 26. (4) Reactant: [Br:1][C:2]1[CH:3]=[C:4]([S:8][CH2:9][C:10](=O)[CH3:11])[CH:5]=[CH:6][CH:7]=1.Cl.[Cl:14][C:15]1[CH:16]=[C:17]([NH:21]N)[CH:18]=[CH:19][CH:20]=1. Product: [Br:1][C:2]1[CH:3]=[C:4]([S:8][C:9]2[C:18]3[C:17](=[CH:16][C:15]([Cl:14])=[CH:20][CH:19]=3)[NH:21][C:10]=2[CH3:11])[CH:5]=[CH:6][CH:7]=1. The catalyst class is: 218. (5) Reactant: [Cl:1][C:2]1[S:6][C:5]([C:7]([OH:9])=O)=[CH:4][CH:3]=1.C(N1C=CN=C1)(N1C=CN=C1)=O.N12CCCN=C1CCCCC2.[NH2:33][CH2:34][C@@H:35]1[O:39][C:38](=[O:40])[N:37]([C:41]2[CH:46]=[CH:45][C:44]([N:47]3[CH2:52][CH2:51][O:50][CH2:49][C:48]3=[O:53])=[CH:43][CH:42]=2)[CH2:36]1. Product: [Cl:1][C:2]1[S:6][C:5]([C:7]([NH:33][CH2:34][C@@H:35]2[O:39][C:38](=[O:40])[N:37]([C:41]3[CH:46]=[CH:45][C:44]([N:47]4[CH2:52][CH2:51][O:50][CH2:49][C:48]4=[O:53])=[CH:43][CH:42]=3)[CH2:36]2)=[O:9])=[CH:4][CH:3]=1. The catalyst class is: 7. (6) Reactant: [CH3:1][O:2][C:3]([C:5]1[CH:6]=[C:7]([C:13]2[CH:18]=[CH:17][C:16]([CH3:19])=[CH:15][CH:14]=2)[CH:8]=[C:9]([NH:11][NH2:12])[CH:10]=1)=[O:4].CN([CH:23]=[N:24][C:25](=O)[CH:26]([CH3:28])[CH3:27])C. Product: [CH3:1][O:2][C:3]([C:5]1[CH:6]=[C:7]([C:13]2[CH:18]=[CH:17][C:16]([CH3:19])=[CH:15][CH:14]=2)[CH:8]=[C:9]([N:11]2[C:25]([CH:26]([CH3:28])[CH3:27])=[N:24][CH:23]=[N:12]2)[CH:10]=1)=[O:4]. The catalyst class is: 52. (7) Reactant: Cl.[O:2]=[C:3]1[NH:11][C:6]2=[N:7][CH:8]=[CH:9][CH:10]=[C:5]2[C:4]21[CH2:19][C:18]1[C:13](=[CH:14][CH:15]=[C:16]([NH:20][C:21]3[N:26]=[CH:25][N:24]=[C:23]([C:27]([OH:29])=O)[CH:22]=3)[CH:17]=1)[CH2:12]2.[NH:30]1[C:38]2[C:33](=[CH:34][CH:35]=[C:36]([OH:39])[CH:37]=2)[CH2:32][CH2:31]1.CCN(C(C)C)C(C)C.CN(C(ON1N=NC2C=CC=CC1=2)=[N+](C)C)C.[B-](F)(F)(F)F. Product: [OH:39][C:36]1[CH:37]=[C:38]2[C:33]([CH2:32][CH2:31][N:30]2[C:27]([C:23]2[N:24]=[CH:25][N:26]=[C:21]([NH:20][C:16]3[CH:17]=[C:18]4[C:13](=[CH:14][CH:15]=3)[CH2:12][C:4]3([C:5]5[C:6](=[N:7][CH:8]=[CH:9][CH:10]=5)[NH:11][C:3]3=[O:2])[CH2:19]4)[CH:22]=2)=[O:29])=[CH:34][CH:35]=1. The catalyst class is: 3. (8) Reactant: C[O:2][C:3]([C:5]1[CH:6]=[CH:7][C:8]([O:27][CH3:28])=[C:9]2[C:14]=1[CH2:13][N:12]([C:15](=[O:26])[CH2:16][C:17]1[CH:22]=[CH:21][C:20]([CH:23]([CH3:25])[CH3:24])=[CH:19][CH:18]=1)[CH2:11][CH2:10]2)=[O:4].[OH-].[Li+].O. Product: [CH:23]([C:20]1[CH:21]=[CH:22][C:17]([CH2:16][C:15]([N:12]2[CH2:11][CH2:10][C:9]3[C:14](=[C:5]([C:3]([OH:4])=[O:2])[CH:6]=[CH:7][C:8]=3[O:27][CH3:28])[CH2:13]2)=[O:26])=[CH:18][CH:19]=1)([CH3:25])[CH3:24]. The catalyst class is: 5. (9) The catalyst class is: 21. Product: [F:1][C:2]1[CH:3]=[CH:4][C:5]([CH:8]2[N:12]([S:13]([C:16]3[CH:21]=[CH:20][C:19]([CH3:22])=[CH:18][CH:17]=3)(=[O:15])=[O:14])[CH:11]([C:23]3[N:24]=[N:25][N:26]([CH3:28])[N:27]=3)[CH2:10][CH2:9]2)=[CH:6][CH:7]=1. Reactant: [F:1][C:2]1[CH:7]=[CH:6][C:5]([CH:8]2[N:12]([S:13]([C:16]3[CH:21]=[CH:20][C:19]([CH3:22])=[CH:18][CH:17]=3)(=[O:15])=[O:14])[CH:11]([C:23]3[N:24]=[N:25][NH:26][N:27]=3)[CH2:10][CH2:9]2)=[CH:4][CH:3]=1.[C:28](=O)([O-])[O-].[K+].[K+].CI. (10) Reactant: [CH2:1]([O:3][C:4](=[O:12])[C:5]1[CH:10]=[CH:9][CH:8]=[C:7]([NH2:11])[CH:6]=1)[CH3:2].[N:13]([O-])=O.[Na+].O.O.Cl[Sn]Cl. Product: [NH:11]([C:7]1[CH:6]=[C:5]([CH:10]=[CH:9][CH:8]=1)[C:4]([O:3][CH2:1][CH3:2])=[O:12])[NH2:13]. The catalyst class is: 33.